The task is: Predict the reaction yield, written as a fraction of the theoretical maximum amount of product (1.0 means a 100% yield; for example, 0.34 means a 34% yield).. This data is from Reaction yield outcomes from USPTO patents with 853,638 reactions. (1) The reactants are [F:1][C:2]1[CH:7]=[CH:6][CH:5]=[CH:4][C:3]=1[CH2:8]O.C1(P(C2C=CC=CC=2)C2C=CC=CC=2)C=CC=CC=1.C(Br)(Br)(Br)[Br:30]. The catalyst is C(Cl)Cl. The product is [Br:30][CH2:8][C:3]1[CH:4]=[CH:5][CH:6]=[CH:7][C:2]=1[F:1]. The yield is 0.930. (2) The reactants are C(=O)([O-])[O-].[K+].[K+].[Cl:7][C:8]1[CH:9]=[C:10]([NH:15][C:16]2[C:25]3[C:20](=[CH:21][C:22]([O:27][CH3:28])=[C:23]([OH:26])[CH:24]=3)[N:19]=[CH:18][N:17]=2)[CH:11]=[CH:12][C:13]=1[F:14].Cl[CH2:30][CH2:31][CH2:32][N:33]1[CH2:38][CH2:37][O:36][CH2:35][CH2:34]1. The catalyst is CN(C)C=O. The product is [Cl:7][C:8]1[CH:9]=[C:10]([NH:15][C:16]2[C:25]3[C:20](=[CH:21][C:22]([O:27][CH3:28])=[C:23]([O:26][CH2:30][CH2:31][CH2:32][N:33]4[CH2:38][CH2:37][O:36][CH2:35][CH2:34]4)[CH:24]=3)[N:19]=[CH:18][N:17]=2)[CH:11]=[CH:12][C:13]=1[F:14]. The yield is 0.670.